This data is from Forward reaction prediction with 1.9M reactions from USPTO patents (1976-2016). The task is: Predict the product of the given reaction. (1) Given the reactants [CH2:1]1[CH2:6][CH2:5][CH:4]([CH2:7][C@H:8]([NH2:12])[C:9]([OH:11])=[O:10])[CH2:3][CH2:2]1.[OH-].[Na+].Cl[C:16]1[O:17][C:18]2[CH:24]=[CH:23][CH:22]=[CH:21][C:19]=2[N:20]=1.Cl, predict the reaction product. The product is: [O:17]1[C:18]2[CH:24]=[CH:23][CH:22]=[CH:21][C:19]=2[N:20]=[C:16]1[NH:12][C@@H:8]([CH2:7][CH:4]1[CH2:3][CH2:2][CH2:1][CH2:6][CH2:5]1)[C:9]([OH:11])=[O:10]. (2) Given the reactants [Br:1][C:2]1[C:3]([NH2:13])=[N:4][NH:5][C:6]=1[C:7]1[CH:12]=[CH:11][CH:10]=[CH:9][CH:8]=1.C([O-])([O-])=O.[K+].[K+].Cl[CH2:21][C:22]([N:24]1[CH2:29][CH2:28][N:27]([C:30]2[CH:35]=[CH:34][C:33]([F:36])=[CH:32][CH:31]=2)[CH2:26][CH2:25]1)=[O:23].CN(C=O)C, predict the reaction product. The product is: [NH2:13][C:3]1[C:2]([Br:1])=[C:6]([C:7]2[CH:12]=[CH:11][CH:10]=[CH:9][CH:8]=2)[N:5]([CH2:21][C:22]([N:24]2[CH2:25][CH2:26][N:27]([C:30]3[CH:35]=[CH:34][C:33]([F:36])=[CH:32][CH:31]=3)[CH2:28][CH2:29]2)=[O:23])[N:4]=1. (3) Given the reactants [CH:1]12[CH2:6][CH:5]1[C:4](=[O:7])[O:3][C:2]2=[O:8].[CH2:9]([OH:16])[C:10]1[CH:15]=[CH:14][CH:13]=[CH:12][CH:11]=1, predict the reaction product. The product is: [CH2:9]([O:16][C:4]([C@H:5]1[CH2:6][C@H:1]1[C:2]([OH:8])=[O:3])=[O:7])[C:10]1[CH:15]=[CH:14][CH:13]=[CH:12][CH:11]=1. (4) Given the reactants [N+:1]([C:4]1[C:5]([NH2:16])=[N:6][C:7]([C:10]2[CH:15]=[CH:14][CH:13]=[CH:12][CH:11]=2)=[CH:8][CH:9]=1)([O-])=O.Cl.[OH-].[Na+], predict the reaction product. The product is: [C:10]1([C:7]2[N:6]=[C:5]([NH2:16])[C:4]([NH2:1])=[CH:9][CH:8]=2)[CH:11]=[CH:12][CH:13]=[CH:14][CH:15]=1.